Dataset: Full USPTO retrosynthesis dataset with 1.9M reactions from patents (1976-2016). Task: Predict the reactants needed to synthesize the given product. (1) Given the product [Br:1][C:2]1[CH:3]=[C:4]([CH:49]=[CH:50][CH:51]=1)[CH2:5][N:6]1[CH:11]=[CH:10][CH:9]=[C:8]([C:12]([NH:14][C@@H:15]([CH2:23][CH2:24][CH2:25][NH:26][C:27]([NH2:29])=[NH:28])[C:16]([OH:18])=[O:17])=[O:13])[C:7]1=[O:48].[C:52]([OH:58])([C:54]([F:57])([F:56])[F:55])=[O:53], predict the reactants needed to synthesize it. The reactants are: [Br:1][C:2]1[CH:3]=[C:4]([CH:49]=[CH:50][CH:51]=1)[CH2:5][N:6]1[CH:11]=[CH:10][CH:9]=[C:8]([C:12]([NH:14][C@@H:15]([CH2:23][CH2:24][CH2:25][NH:26][C:27]([NH:29]S(C2C(C)=C3C(=C(C)C=2C)OC(C)(C)CC3)(=O)=O)=[NH:28])[C:16]([O:18]C(C)(C)C)=[O:17])=[O:13])[C:7]1=[O:48].[C:52]([OH:58])([C:54]([F:57])([F:56])[F:55])=[O:53].C([SiH](CC)CC)C. (2) Given the product [C:1]([C:6]1[CH:15]=[CH:14][C:9]([C:10]([OH:12])=[O:11])=[CH:8][CH:7]=1)(=[O:5])[CH2:2][CH2:3][CH3:4], predict the reactants needed to synthesize it. The reactants are: [C:1]([C:6]1[CH:15]=[CH:14][C:9]([C:10]([O:12]C)=[O:11])=[CH:8][CH:7]=1)(=[O:5])[CH2:2][CH2:3][CH3:4].[OH-].[Na+]. (3) The reactants are: [Cl:1][C:2]1[CH:7]=[CH:6][N:5]=[C:4]([N:8]2[CH2:13][CH2:12][N:11](C(OC(C)(C)C)=O)[CH2:10][CH2:9]2)[N:3]=1.[F:21][C:22]1[CH:27]=[CH:26][C:25]([F:28])=[CH:24][C:23]=1B(O)O. Given the product [ClH:1].[ClH:1].[F:21][C:22]1[CH:27]=[CH:26][C:25]([F:28])=[CH:24][C:23]=1[C:2]1[CH:7]=[CH:6][N:5]=[C:4]([N:8]2[CH2:9][CH2:10][NH:11][CH2:12][CH2:13]2)[N:3]=1, predict the reactants needed to synthesize it. (4) Given the product [C:33]([N:29]1[C:28](=[O:37])[CH:27]=[C:26]([C:22]2[CH:23]=[CH:24][CH:25]=[C:20]([N:8]3[CH:9]=[C:10]([C:12]4[CH:17]=[CH:16][C:15]([Cl:18])=[CH:14][C:13]=4[Cl:19])[N:11]=[C:7]3[CH2:6][C:5]3[CH:4]=[CH:3][C:2]([C:51]4[CH:52]=[CH:53][C:48]([O:47][CH2:46][CH:40]5[CH2:41][CH2:42][CH2:43][CH2:44][CH2:45]5)=[CH:49][CH:50]=4)=[CH:39][CH:38]=3)[CH:21]=2)[S:30]1(=[O:32])=[O:31])([CH3:35])([CH3:36])[CH3:34], predict the reactants needed to synthesize it. The reactants are: Br[C:2]1[CH:39]=[CH:38][C:5]([CH2:6][C:7]2[N:8]([C:20]3[CH:21]=[C:22]([C:26]4[S:30](=[O:32])(=[O:31])[N:29]([C:33]([CH3:36])([CH3:35])[CH3:34])[C:28](=[O:37])[CH:27]=4)[CH:23]=[CH:24][CH:25]=3)[CH:9]=[C:10]([C:12]3[CH:17]=[CH:16][C:15]([Cl:18])=[CH:14][C:13]=3[Cl:19])[N:11]=2)=[CH:4][CH:3]=1.[CH:40]1([CH2:46][O:47][C:48]2[CH:53]=[CH:52][C:51](B(O)O)=[CH:50][CH:49]=2)[CH2:45][CH2:44][CH2:43][CH2:42][CH2:41]1. (5) Given the product [CH:23]1([CH2:28][NH:1][C@H:2]2[C@H:7]([C:8]3[CH:9]=[CH:10][C:11]([C:14]([F:16])([F:17])[F:15])=[CH:12][CH:13]=3)[O:6][C@H:5]([CH2:18][C:19]([O:21][CH3:22])=[O:20])[CH2:4][CH2:3]2)[CH2:27][CH2:26][CH2:25][CH2:24]1, predict the reactants needed to synthesize it. The reactants are: [NH2:1][C@H:2]1[C@H:7]([C:8]2[CH:13]=[CH:12][C:11]([C:14]([F:17])([F:16])[F:15])=[CH:10][CH:9]=2)[O:6][C@H:5]([CH2:18][C:19]([O:21][CH3:22])=[O:20])[CH2:4][CH2:3]1.[CH:23]1([CH:28]=O)[CH2:27][CH2:26][CH2:25][CH2:24]1.C1(CN[C@@H]2CC[C@@H](CC(OC)=O)C[C@H]2C2C=CC(C(F)(F)F)=CC=2)CCCC1. (6) Given the product [CH3:1][O:2][C:3]1[CH:8]=[C:7]([O:9][CH2:10][O:11][CH2:12][CH2:13][O:14][CH3:15])[CH:6]=[CH:5][C:4]=1[CH2:16][CH2:17][OH:27], predict the reactants needed to synthesize it. The reactants are: [CH3:1][O:2][C:3]1[CH:8]=[C:7]([O:9][CH2:10][O:11][CH2:12][CH2:13][O:14][CH3:15])[CH:6]=[CH:5][C:4]=1[CH:16]=[CH2:17].C12BC(CCC1)CCC2.[OH:27]O.[OH-].[Na+]. (7) Given the product [CH3:16][O:17][CH2:18][O:19][C:20]1[CH:25]=[C:24]([O:26][CH2:27][O:28][CH3:29])[CH:23]=[CH:22][C:21]=1[CH:30]1[CH2:35][CH2:34][CH2:33][CH:32]([C:36]([NH:39][OH:40])=[O:38])[CH2:31]1, predict the reactants needed to synthesize it. The reactants are: C(N(CC)CC)C.C(OC(Cl)=O)C(C)C.[CH3:16][O:17][CH2:18][O:19][C:20]1[CH:25]=[C:24]([O:26][CH2:27][O:28][CH3:29])[CH:23]=[CH:22][C:21]=1[CH:30]1[CH2:35][CH2:34][CH2:33][CH:32]([C:36]([OH:38])=O)[CH2:31]1.[NH2:39][OH:40]. (8) Given the product [Cl:16][N:17]1[N:22]=[C:21]([NH:1][C:2]2[C:11]3[C:6](=[CH:7][CH:8]=[CH:9][CH:10]=3)[C:5]([S:12]([OH:15])(=[O:13])=[O:14])=[CH:4][CH:3]=2)[CH:20]=[C:19]([NH:24][C:25]2[CH:26]=[C:27]([S:52]([OH:55])(=[O:54])=[O:53])[C:28]([CH:31]=[CH:32][C:33]3[C:34]([S:48]([OH:51])(=[O:50])=[O:49])=[CH:35][C:36]([NH:39][C:40]4[NH:45][N:44]([Cl:46])[N:43]=[C:42]([NH:1][C:2]5[C:11]6[C:6](=[CH:7][CH:8]=[CH:9][CH:10]=6)[C:5]([S:12]([OH:15])(=[O:13])=[O:14])=[CH:4][CH:3]=5)[CH:41]=4)=[CH:37][CH:38]=3)=[CH:29][CH:30]=2)[NH:18]1, predict the reactants needed to synthesize it. The reactants are: [NH2:1][C:2]1[C:11]2[C:6](=[CH:7][CH:8]=[CH:9][CH:10]=2)[C:5]([S:12]([OH:15])(=[O:14])=[O:13])=[CH:4][CH:3]=1.[Cl:16][N:17]1[N:22]=[C:21](Cl)[CH:20]=[C:19]([NH:24][C:25]2[CH:26]=[C:27]([S:52]([OH:55])(=[O:54])=[O:53])[C:28]([CH:31]=[CH:32][C:33]3[C:34]([S:48]([OH:51])(=[O:50])=[O:49])=[CH:35][C:36]([NH:39][C:40]4[NH:45][N:44]([Cl:46])[N:43]=[C:42](Cl)[CH:41]=4)=[CH:37][CH:38]=3)=[CH:29][CH:30]=2)[NH:18]1. (9) Given the product [CH:27]1([CH2:26][NH:25][N:16]2[C:17]3[C:22](=[CH:21][CH:20]=[CH:19][CH:18]=3)[C:23]([OH:24])=[C:14]([C:8]3[NH:7][C:6]4[S:5][CH:4]=[C:3]([CH2:2][NH:1][S:45]([CH2:44][C:38]5[CH:43]=[CH:42][CH:41]=[CH:40][CH:39]=5)(=[O:47])=[O:46])[C:11]=4[S:10](=[O:12])(=[O:13])[N:9]=3)[C:15]2=[O:30])[CH2:28][CH2:29]1, predict the reactants needed to synthesize it. The reactants are: [NH2:1][CH2:2][C:3]1[C:11]2[S:10](=[O:13])(=[O:12])[N:9]=[C:8]([C:14]3[C:15](=[O:30])[N:16]([NH:25][CH2:26][CH:27]4[CH2:29][CH2:28]4)[C:17]4[C:22]([C:23]=3[OH:24])=[CH:21][CH:20]=[CH:19][CH:18]=4)[NH:7][C:6]=2[S:5][CH:4]=1.C(N(CC)CC)C.[C:38]1([CH2:44][S:45](Cl)(=[O:47])=[O:46])[CH:43]=[CH:42][CH:41]=[CH:40][CH:39]=1.